From a dataset of Catalyst prediction with 721,799 reactions and 888 catalyst types from USPTO. Predict which catalyst facilitates the given reaction. Reactant: [H-].[Na+].[C:3]([O:7][C:8]([N:10]1[CH2:15][CH2:14][C@H:13]([O:16][CH2:17][O:18][CH3:19])[C@H:12]([CH2:20][OH:21])[CH2:11]1)=[O:9])([CH3:6])([CH3:5])[CH3:4].[CH2:22]([C:26]1[N:27]=[N:28][C:29](Cl)=[CH:30][C:31]=1[C:32]1[CH:37]=[CH:36][C:35]([O:38][CH:39]2[CH2:44][CH2:43][CH2:42][CH2:41][CH2:40]2)=[CH:34][CH:33]=1)[CH2:23][CH2:24][CH3:25].CO. Product: [C:3]([O:7][C:8]([N:10]1[CH2:15][CH2:14][C@H:13]([O:16][CH2:17][O:18][CH3:19])[C@H:12]([CH2:20][O:21][C:29]2[N:28]=[N:27][C:26]([CH2:22][CH2:23][CH2:24][CH3:25])=[C:31]([C:32]3[CH:33]=[CH:34][C:35]([O:38][CH:39]4[CH2:44][CH2:43][CH2:42][CH2:41][CH2:40]4)=[CH:36][CH:37]=3)[CH:30]=2)[CH2:11]1)=[O:9])([CH3:6])([CH3:5])[CH3:4]. The catalyst class is: 56.